Dataset: Reaction yield outcomes from USPTO patents with 853,638 reactions. Task: Predict the reaction yield, written as a fraction of the theoretical maximum amount of product (1.0 means a 100% yield; for example, 0.34 means a 34% yield). The reactants are C(OC(OCC)[C:5]1[CH:10]=[CH:9][C:8](C2C(=O)[C:6]3[C:7](C(OC)=O)=[CH:8][CH:9]=[CH:10][C:5]=3NC2[C:5]2[CH:10]=[CH:9][CH:8]=[CH:7][CH:6]=2)=[CH:7][CH:6]=1)C.[CH2:35]([O:37][CH:38]([O:67][CH2:68][CH3:69])[C:39]1[CH:44]=[CH:43][C:42]([CH:45]2[C:54](=O)[C:53]3[C:52]([C:56]([O:58]CC)=O)=[CH:51][CH:50]=[CH:49][C:48]=3[NH:47][CH:46]2C2C=CC=CC=2)=[CH:41][CH:40]=1)[CH3:36].O.[NH2:71][NH2:72]. The catalyst is CO. The product is [CH2:68]([O:67][CH:38]([O:37][CH2:35][CH3:36])[C:39]1[CH:40]=[CH:41][C:42]([CH:45]2[C:54]3=[N:71][NH:72][C:56](=[O:58])[C:52]4[CH:51]=[CH:50][CH:49]=[C:48]([C:53]=43)[NH:47][CH:46]2[C:5]2[CH:10]=[CH:9][CH:8]=[CH:7][CH:6]=2)=[CH:43][CH:44]=1)[CH3:69]. The yield is 0.650.